Dataset: HIV replication inhibition screening data with 41,000+ compounds from the AIDS Antiviral Screen. Task: Binary Classification. Given a drug SMILES string, predict its activity (active/inactive) in a high-throughput screening assay against a specified biological target. (1) The compound is CC1CC2C3CC(F)C4=CC(=O)C=CC4(C)C3(F)C(O)CC2(C)C1C(=O)COC(=O)c1cccc2c(=O)c3ccccc3[nH]c12. The result is 0 (inactive). (2) The compound is O=c1[nH]n(-c2ccccc2)c(=O)cc1Cl. The result is 0 (inactive). (3) The drug is CC(C(=O)OCc1ccccc1)N(Cc1ccccc1)Cc1ccccc1. The result is 0 (inactive). (4) The compound is CN(C(=O)C12C3C4C1C1C4(C#N)C3C12C(=O)O)C(C)(C)C. The result is 0 (inactive). (5) The molecule is COc1ccc2c(c1)c1c(C)c3c[n+](C)ccc3c(C)c1n2C. The result is 0 (inactive).